The task is: Predict the reactants needed to synthesize the given product.. This data is from Retrosynthesis with 50K atom-mapped reactions and 10 reaction types from USPTO. (1) Given the product COCOc1cc(COCc2ccccc2)c(C=O)c(OCOC)c1, predict the reactants needed to synthesize it. The reactants are: CN(C)C=O.COCOc1cc(COCc2ccccc2)c(Br)c(OCOC)c1. (2) Given the product COc1ccccc1Oc1c(NS(=O)(=O)C=Cc2cccc(C)c2)nc(-c2ncccn2)nc1OCCO, predict the reactants needed to synthesize it. The reactants are: COc1ccccc1Oc1c(Cl)nc(-c2ncccn2)nc1NS(=O)(=O)C=Cc1cccc(C)c1.OCCO. (3) The reactants are: COc1ccc(CC2c3cc(OC)c(OC)cc3S(=O)(=O)CCN2C(=O)OC(C)(C)C)cc1OC. Given the product COc1ccc(CC2NCCS(=O)(=O)c3cc(OC)c(OC)cc32)cc1OC, predict the reactants needed to synthesize it. (4) The reactants are: Nc1cc(Oc2ccc([N+](=O)[O-])cc2F)ccn1.O=C(Cl)Oc1ccccc1. Given the product O=C(Nc1cc(Oc2ccc([N+](=O)[O-])cc2F)ccn1)Oc1ccccc1, predict the reactants needed to synthesize it. (5) Given the product O=C(O)C1CC(NCc2ccc3c(C(F)(F)F)c(O[C@H]4CC[C@@H](C(F)(F)F)CC4)ccc3c2)C12CCCCC2, predict the reactants needed to synthesize it. The reactants are: COC(=O)C1CC(NCc2ccc3c(C(F)(F)F)c(O[C@H]4CC[C@@H](C(F)(F)F)CC4)ccc3c2)C12CCCCC2. (6) Given the product CCCCOC(=O)C=Cc1ccccc1, predict the reactants needed to synthesize it. The reactants are: Brc1ccccc1.C=CC(=O)OCCCC.